This data is from NCI-60 drug combinations with 297,098 pairs across 59 cell lines. The task is: Regression. Given two drug SMILES strings and cell line genomic features, predict the synergy score measuring deviation from expected non-interaction effect. Drug 1: C1CC(=O)NC(=O)C1N2C(=O)C3=CC=CC=C3C2=O. Drug 2: CC1C(C(CC(O1)OC2CC(CC3=C2C(=C4C(=C3O)C(=O)C5=C(C4=O)C(=CC=C5)OC)O)(C(=O)CO)O)N)O.Cl. Cell line: SK-MEL-2. Synergy scores: CSS=55.2, Synergy_ZIP=0.453, Synergy_Bliss=1.10, Synergy_Loewe=-37.5, Synergy_HSA=1.23.